Dataset: CYP1A2 inhibition data for predicting drug metabolism from PubChem BioAssay. Task: Regression/Classification. Given a drug SMILES string, predict its absorption, distribution, metabolism, or excretion properties. Task type varies by dataset: regression for continuous measurements (e.g., permeability, clearance, half-life) or binary classification for categorical outcomes (e.g., BBB penetration, CYP inhibition). Dataset: cyp1a2_veith. (1) The compound is O=c1cnc2cnc(Nc3ccccc3)nc2n1C1CC1. The result is 1 (inhibitor). (2) The compound is CCC(=O)Nc1nonc1-c1nc2ccccc2n1N(C(=O)CC)C(=O)CC. The result is 1 (inhibitor). (3) The compound is CC1CCCC(C)N1CC(O)COCC1COc2ccccc2O1.Cl. The result is 0 (non-inhibitor). (4) The molecule is O=C(O)[C@@H](O)[C@H](O)C(=O)O. The result is 0 (non-inhibitor). (5) The compound is CC(C)(C)c1ccc(O)c(C[N+](C)(C)C)c1. The result is 0 (non-inhibitor). (6) The drug is CN1C(=O)C[C@H](c2ccccc2)C1=O. The result is 0 (non-inhibitor). (7) The compound is COc1cccc(/C=N/Nc2nc(N3CCCC3)nc(N3CCCC3)n2)c1O. The result is 1 (inhibitor).